From a dataset of Catalyst prediction with 721,799 reactions and 888 catalyst types from USPTO. Predict which catalyst facilitates the given reaction. (1) Reactant: [NH2:1][CH2:2][CH2:3][C:4]1[CH:9]=[CH:8][C:7]([CH:10]([CH3:12])[CH3:11])=[CH:6][C:5]=1[NH:13][C:14](=[O:20])[C:15]([O:17][CH2:18][CH3:19])=[O:16].O.C(=O)([O-])[O-].[K+].[K+].[C:28]([C:30]1[CH:31]=[CH:32][C:33]([O:40][CH3:41])=[C:34]([S:36](Cl)(=[O:38])=[O:37])[CH:35]=1)#[N:29]. Product: [C:28]([C:30]1[CH:31]=[CH:32][C:33]([O:40][CH3:41])=[C:34]([S:36]([NH:1][CH2:2][CH2:3][C:4]2[CH:9]=[CH:8][C:7]([CH:10]([CH3:12])[CH3:11])=[CH:6][C:5]=2[NH:13][C:14](=[O:20])[C:15]([O:17][CH2:18][CH3:19])=[O:16])(=[O:38])=[O:37])[CH:35]=1)#[N:29]. The catalyst class is: 7. (2) Reactant: [CH3:1][O:2][C:3]1[CH:4]=[C:5]2[C:9](=[CH:10][CH:11]=1)[NH:8][C:7]([C:12]([OH:14])=O)=[C:6]2[CH3:15].C(O[C:19]([C:21]1[NH:22]C2C([C:29]=1C)=CC(OC)=CC=2)=O)C.O.ON1C2C=CC=CC=2N=N1.C(N)(C)C. Product: [CH:21]([NH:22][C:12]([C:7]1[NH:8][C:9]2[C:5]([C:6]=1[CH3:15])=[CH:4][C:3]([O:2][CH3:1])=[CH:11][CH:10]=2)=[O:14])([CH3:29])[CH3:19]. The catalyst class is: 3. (3) Reactant: [C:1]([C@@H:3]([NH:18][C:19]([C:21]1([NH:27]C(=O)OC(C)(C)C)[CH2:26][CH2:25][O:24][CH2:23][CH2:22]1)=[O:20])[CH2:4][C:5]1[CH:10]=[CH:9][C:8]([C:11]2[CH:16]=[CH:15][C:14]([F:17])=[CH:13][CH:12]=2)=[CH:7][CH:6]=1)#[N:2]. Product: [NH2:27][C:21]1([C:19]([NH:18][C@H:3]([C:1]#[N:2])[CH2:4][C:5]2[CH:10]=[CH:9][C:8]([C:11]3[CH:12]=[CH:13][C:14]([F:17])=[CH:15][CH:16]=3)=[CH:7][CH:6]=2)=[O:20])[CH2:26][CH2:25][O:24][CH2:23][CH2:22]1. The catalyst class is: 106. (4) Reactant: [CH:1]1[CH:10]=[N:9][C:8]2[C:3](=[C:4]([N+:12]([O-:14])=[O:13])[CH:5]=[CH:6][C:7]=2[OH:11])[CH:2]=1.[OH:15][CH2:16][CH2:17][N:18]1[CH2:23][CH2:22][O:21][CH2:20][CH2:19]1. Product: [CH:1]1[CH:10]=[N:9][C:8]2[C:3](=[C:4]([N+:12]([O-:14])=[O:13])[CH:5]=[CH:6][C:7]=2[OH:11])[CH:2]=1.[OH:15][CH2:16][CH2:17][N:18]1[CH2:23][CH2:22][O:21][CH2:20][CH2:19]1. The catalyst class is: 1.